Dataset: Forward reaction prediction with 1.9M reactions from USPTO patents (1976-2016). Task: Predict the product of the given reaction. (1) The product is: [F:17][C:18]1[CH:19]=[CH:20][C:21]([C:24]2[C:36]([C@H:37]([OH:49])[C:38]3[CH:43]=[CH:42][C:41]([O:44][C:45]([F:47])([F:48])[F:46])=[CH:40][CH:39]=3)=[C:35]([CH:50]([CH3:51])[CH3:52])[CH:34]=[C:33]3[C:25]=2[C@@H:26]([OH:53])[CH2:27][C:28]2([O:32]3)[CH2:31][CH2:30][CH2:29]2)=[CH:22][CH:23]=1. Given the reactants N[C@@H]1C2C(=CC=CC=2)C[C@@H]1O.O1CCCC1.[F:17][C:18]1[CH:23]=[CH:22][C:21]([C:24]2[C:36]([CH:37]([OH:49])[C:38]3[CH:43]=[CH:42][C:41]([O:44][C:45]([F:48])([F:47])[F:46])=[CH:40][CH:39]=3)=[C:35]([CH:50]([CH3:52])[CH3:51])[CH:34]=[C:33]3[C:25]=2[C:26](=[O:53])[CH2:27][C:28]2([O:32]3)[CH2:31][CH2:30][CH2:29]2)=[CH:20][CH:19]=1, predict the reaction product. (2) Given the reactants [CH3:1][O:2][CH2:3][C:4](O)=O.S(O)(O)(=O)=O.[NH2:12][NH:13][C:14]([NH2:16])=[NH:15].C(=O)([O-])O.[Na+], predict the reaction product. The product is: [CH3:1][O:2][CH2:3][C:4]1[NH:15][C:14]([NH2:16])=[N:13][N:12]=1. (3) Given the reactants [CH3:1][O:2][C:3](=[O:19])[C:4]1[C:9]([NH:10][CH2:11][C:12]2[CH:17]=[CH:16][CH:15]=[CH:14][CH:13]=2)=[CH:8][C:7](Cl)=[N:6][CH:5]=1.[CH3:20][N:21]1[CH2:26][CH2:25][NH:24][CH2:23][CH2:22]1.C([O-])([O-])=O.[K+].[K+].N1CCC[C@H]1C(O)=O, predict the reaction product. The product is: [CH3:1][O:2][C:3](=[O:19])[C:4]1[C:9]([NH:10][CH2:11][C:12]2[CH:17]=[CH:16][CH:15]=[CH:14][CH:13]=2)=[CH:8][C:7]([N:24]2[CH2:25][CH2:26][N:21]([CH3:20])[CH2:22][CH2:23]2)=[N:6][CH:5]=1. (4) Given the reactants [CH:1](=[N:8]/[C:9]1C=CC=[C:14]2[C:10]=1CO[C:13]2=O)\[C:2]1[CH:7]=[CH:6][CH:5]=[CH:4][CH:3]=1.[CH2:19]([O:21][CH:22]([O:31][CH2:32][CH3:33])[C:23]1[CH:24]=[C:25]([CH:28]=[CH:29][CH:30]=1)[CH:26]=O)[CH3:20].[CH3:34][O-:35].[Na+].CO.[C:39]([O:43][CH2:44]C)(=[O:42])[CH2:40][CH3:41], predict the reaction product. The product is: [CH2:19]([O:21][CH:22]([O:31][CH2:32][CH3:33])[C:23]1[CH:24]=[C:25]([CH:26]2[C:34](=[O:35])[C:41]3[C:40]([C:39]([O:43][CH3:44])=[O:42])=[CH:13][CH:14]=[CH:10][C:9]=3[NH:8][CH:1]2[C:2]2[CH:3]=[CH:4][CH:5]=[CH:6][CH:7]=2)[CH:28]=[CH:29][CH:30]=1)[CH3:20]. (5) The product is: [CH3:23][O:22][CH2:21][O:20][C:17]1[CH:18]=[CH:19][C:14]([C:7]2[C:8]3[N:9]=[CH:10][CH:11]=[CH:12][C:13]=3[N:5]3[C:6]=2[CH2:2][CH2:3][CH2:4]3)=[CH:15][CH:16]=1. Given the reactants Br[CH2:2][CH2:3][CH2:4][N:5]1[C:13]2[C:8](=[N:9][CH:10]=[CH:11][CH:12]=2)[C:7]([C:14]2[CH:19]=[CH:18][C:17]([O:20][CH2:21][O:22][CH3:23])=[CH:16][CH:15]=2)=[CH:6]1.C([SnH](CCCC)CCCC)CCC.CC(N=NC(C#N)(C)C)(C#N)C.O, predict the reaction product. (6) The product is: [Cl:10][C:11]1[CH:19]=[C:18]([Cl:20])[CH:17]=[CH:16][C:12]=1[C:13]([N:65]1[CH2:66][CH2:67][N:62]([C:44](=[O:43])[CH2:45][NH:46][C:47](=[O:61])[C:48]2[CH:49]=[CH:50][C:51]([O:54][C:55]3[CH:56]=[CH:57][CH:58]=[CH:59][CH:60]=3)=[CH:52][CH:53]=2)[CH2:63][CH2:64]1)=[O:15]. Given the reactants CCN(C(C)C)C(C)C.[Cl:10][C:11]1[CH:19]=[C:18]([Cl:20])[CH:17]=[CH:16][C:12]=1[C:13]([OH:15])=O.CCN=C=NCCCN(C)C.C1C=CC2N(O)N=NC=2C=1.Cl.[O:43]=[C:44]([N:62]1[CH2:67][CH2:66][NH:65][CH2:64][CH2:63]1)[CH2:45][NH:46][C:47](=[O:61])[C:48]1[CH:53]=[CH:52][C:51]([O:54][C:55]2[CH:60]=[CH:59][CH:58]=[CH:57][CH:56]=2)=[CH:50][CH:49]=1, predict the reaction product. (7) Given the reactants [C:1]([NH:8][CH2:9][CH:10]=[CH2:11])([O:3][C:4]([CH3:7])([CH3:6])[CH3:5])=[O:2].C([Li])(CC)C.N#N.[F:19][C:20]([F:34])([F:33])[C:21]1[CH:22]=[C:23]([CH:26]=[C:27]([C:29]([F:32])([F:31])[F:30])[CH:28]=1)[CH:24]=[O:25], predict the reaction product. The product is: [F:19][C:20]([F:33])([F:34])[C:21]1[CH:22]=[C:23]([CH:24]([OH:25])[CH:9]([NH:8][C:1](=[O:2])[O:3][C:4]([CH3:7])([CH3:6])[CH3:5])[CH:10]=[CH2:11])[CH:26]=[C:27]([C:29]([F:32])([F:30])[F:31])[CH:28]=1. (8) Given the reactants [CH2:1]([N:8]1[C:16]2[C:15](=[O:17])[NH:14][C:13](=[O:18])[N:12](COCC[Si](C)(C)C)[C:11]=2[N:10]=[C:9]1[O:27][C:28]1[CH:33]=[CH:32][CH:31]=[C:30]([O:34][C:35]([F:38])([F:37])[F:36])[CH:29]=1)[C:2]1[CH:7]=[CH:6][CH:5]=[CH:4][CH:3]=1.Cl, predict the reaction product. The product is: [CH2:1]([N:8]1[C:16]2[C:15](=[O:17])[NH:14][C:13](=[O:18])[NH:12][C:11]=2[N:10]=[C:9]1[O:27][C:28]1[CH:33]=[CH:32][CH:31]=[C:30]([O:34][C:35]([F:38])([F:36])[F:37])[CH:29]=1)[C:2]1[CH:7]=[CH:6][CH:5]=[CH:4][CH:3]=1. (9) Given the reactants P(C(C)(C)C)(C(C)(C)C)C(C)(C)C.Br[C:15]1[CH:32]=[CH:31][C:18]2[N:19]([CH:24]3[CH2:29][CH2:28][N:27]([CH3:30])[CH2:26][CH2:25]3)[CH2:20][CH2:21][CH2:22][CH2:23][C:17]=2[CH:16]=1.[Li+].C[Si]([N-:38][Si](C)(C)C)(C)C.Cl.[OH-].[Na+], predict the reaction product. The product is: [CH3:30][N:27]1[CH2:28][CH2:29][CH:24]([N:19]2[CH2:20][CH2:21][CH2:22][CH2:23][C:17]3[CH:16]=[C:15]([NH2:38])[CH:32]=[CH:31][C:18]2=3)[CH2:25][CH2:26]1. (10) The product is: [CH:30]1([C@H:33]([NH:35][S:19]([C:14]2[CH:15]=[CH:16][C:17]([F:18])=[C:12]([CH:13]=2)[C:10]([NH:9][C:4]2[CH:5]=[CH:6][C:7]([F:8])=[C:2]([F:1])[CH:3]=2)=[O:11])(=[O:21])=[O:20])[CH3:34])[CH2:32][CH2:31]1. Given the reactants [F:1][C:2]1[CH:3]=[C:4]([NH:9][C:10]([C:12]2[CH:13]=[C:14]([S:19](Cl)(=[O:21])=[O:20])[CH:15]=[CH:16][C:17]=2[F:18])=[O:11])[CH:5]=[CH:6][C:7]=1[F:8].CCN(CC)CC.[CH:30]1([C@H:33]([NH2:35])[CH3:34])[CH2:32][CH2:31]1, predict the reaction product.